This data is from Catalyst prediction with 721,799 reactions and 888 catalyst types from USPTO. The task is: Predict which catalyst facilitates the given reaction. (1) Reactant: [CH2:1]([CH:8]1[CH2:13][CH2:12][N:11]([C:14](=[O:31])[C:15]([NH:17][C:18]2[C:27]([N+:28]([O-])=O)=[CH:26][C:21]3[NH:22][C:23](=[O:25])[O:24][C:20]=3[CH:19]=2)=[O:16])[CH2:10][CH2:9]1)[C:2]1[CH:7]=[CH:6][CH:5]=[CH:4][CH:3]=1. Product: [NH2:28][C:27]1[C:18]([NH:17][C:15](=[O:16])[C:14]([N:11]2[CH2:10][CH2:9][CH:8]([CH2:1][C:2]3[CH:3]=[CH:4][CH:5]=[CH:6][CH:7]=3)[CH2:13][CH2:12]2)=[O:31])=[CH:19][C:20]2[O:24][C:23](=[O:25])[NH:22][C:21]=2[CH:26]=1. The catalyst class is: 43. (2) Reactant: [S-:1][C:2]#[N:3].[K+].[NH2:5][C:6]1[CH:7]=[CH:8][C:9]([O:12][C:13]2[CH:14]=[C:15]([NH:21][C:22](=[O:34])[C:23]3[CH:28]=[CH:27][CH:26]=[C:25]([C:29]4([C:32]#[N:33])[CH2:31][CH2:30]4)[CH:24]=3)[CH:16]=[CH:17][C:18]=2[O:19][CH3:20])=[N:10][CH:11]=1.BrBr. Product: [NH2:3][C:2]1[S:1][C:11]2[C:6]([N:5]=1)=[CH:7][CH:8]=[C:9]([O:12][C:13]1[CH:14]=[C:15]([NH:21][C:22](=[O:34])[C:23]3[CH:28]=[CH:27][CH:26]=[C:25]([C:29]4([C:32]#[N:33])[CH2:31][CH2:30]4)[CH:24]=3)[CH:16]=[CH:17][C:18]=1[O:19][CH3:20])[N:10]=2. The catalyst class is: 15.